From a dataset of Catalyst prediction with 721,799 reactions and 888 catalyst types from USPTO. Predict which catalyst facilitates the given reaction. (1) Reactant: F[C:2]1[N:7]=[CH:6][C:5]([C:8]2[N:12]3[CH:13]=[CH:14][CH:15]=[CH:16][C:11]3=[N:10][C:9]=2[C:17]([O:19][CH2:20][CH3:21])=[O:18])=[CH:4][CH:3]=1.[CH3:22][N:23]1[CH2:28][CH2:27][NH:26][CH2:25][CH2:24]1. Product: [CH3:22][N:23]1[CH2:28][CH2:27][N:26]([C:2]2[N:7]=[CH:6][C:5]([C:8]3[N:12]4[CH:13]=[CH:14][CH:15]=[CH:16][C:11]4=[N:10][C:9]=3[C:17]([O:19][CH2:20][CH3:21])=[O:18])=[CH:4][CH:3]=2)[CH2:25][CH2:24]1. The catalyst class is: 12. (2) Reactant: F[C:2]1[CH:3]=[C:4]([OH:11])[CH:5]=[CH:6][C:7]=1[N+:8]([O-:10])=[O:9].[CH3:12][NH2:13]. Product: [CH3:12][NH:13][C:2]1[CH:3]=[C:4]([OH:11])[CH:5]=[CH:6][C:7]=1[N+:8]([O-:10])=[O:9]. The catalyst class is: 223. (3) Reactant: [CH2:1]([CH:3]1[C:8](=[O:9])[NH:7][CH:6]([CH3:10])[CH2:5][N:4]1C(OCC1C=CC=CC=1)=O)[CH3:2]. Product: [CH2:1]([CH:3]1[NH:4][CH2:5][CH:6]([CH3:10])[NH:7][C:8]1=[O:9])[CH3:2]. The catalyst class is: 43. (4) Reactant: [CH3:1][C:2]1([CH2:5][N:6]2[CH2:10][CH2:9][O:8][C:7]2=[O:11])[CH2:4][O:3]1.Cl[C:13]1[NH:14][CH:15]=[C:16]([N+:18]([O-:20])=[O:19])[N:17]=1.C([O-])(=O)C.[Na+].[H-].[Na+]. Product: [CH3:1][C:2]1([CH2:5][N:6]2[CH2:10][CH2:9][O:8][C:7]2=[O:11])[O:3][C:13]2=[N:17][C:16]([N+:18]([O-:20])=[O:19])=[CH:15][N:14]2[CH2:4]1. The catalyst class is: 8. (5) Reactant: Cl[C:2]1[C:6]2[CH:7]=[C:8]([N+:11]([O-:13])=[O:12])[CH:9]=[CH:10][C:5]=2[S:4][N:3]=1.[CH3:14][C:15]1[CH:19]=[C:18]([CH3:20])[NH:17][N:16]=1.N1C=CC=CC=1. Product: [CH3:14][C:15]1[CH:19]=[C:18]([CH3:20])[N:17]([C:2]2[C:6]3[CH:7]=[C:8]([N+:11]([O-:13])=[O:12])[CH:9]=[CH:10][C:5]=3[S:4][N:3]=2)[N:16]=1. The catalyst class is: 13. (6) Reactant: C[O-].[Na+].CO[C:6](=[O:15])[C:7]1[CH:12]=[C:11]([I:13])[CH:10]=[N:9][C:8]=1Cl.[C:16]([O:20][CH3:21])(=[O:19])[CH2:17][SH:18].O. Product: [CH3:21][O:20][C:16]([C:17]1[S:18][C:8]2=[N:9][CH:10]=[C:11]([I:13])[CH:12]=[C:7]2[C:6]=1[OH:15])=[O:19]. The catalyst class is: 3. (7) The catalyst class is: 8. Reactant: [Cl:1][C:2]1[CH:3]=[CH:4][C:5]2[N:6]([C:8]([C:21]#[C:22][C:23]3[CH:28]=[CH:27][CH:26]=[C:25]([O:29][C:30]([F:33])([F:32])[F:31])[CH:24]=3)=[C:9]([CH2:11][S:12]([CH2:15][C:16]([O:18]CC)=[O:17])(=[O:14])=[O:13])[N:10]=2)[CH:7]=1.[OH-].[Na+].O.C(O)(=O)C. Product: [Cl:1][C:2]1[CH:3]=[CH:4][C:5]2[N:6]([C:8]([C:21]#[C:22][C:23]3[CH:28]=[CH:27][CH:26]=[C:25]([O:29][C:30]([F:31])([F:32])[F:33])[CH:24]=3)=[C:9]([CH2:11][S:12]([CH2:15][C:16]([OH:18])=[O:17])(=[O:14])=[O:13])[N:10]=2)[CH:7]=1. (8) Reactant: [Br:1][C:2]1[CH:7]=[C:6]([CH:8]([CH3:10])[CH3:9])[CH:5]=[CH:4][C:3]=1[NH:11][C:12]1[N:13]=[C:14]([CH3:25])[C:15]2[CH:20]=[CH:19][N:18]([CH2:21][CH2:22][O:23][CH3:24])[C:16]=2[N:17]=1.I[CH2:27][CH3:28].[H-].[Na+].[OH-].[Na+]. Product: [Br:1][C:2]1[CH:7]=[C:6]([CH:8]([CH3:10])[CH3:9])[CH:5]=[CH:4][C:3]=1[N:11]([CH2:27][CH3:28])[C:12]1[N:13]=[C:14]([CH3:25])[C:15]2[CH:20]=[CH:19][N:18]([CH2:21][CH2:22][O:23][CH3:24])[C:16]=2[N:17]=1. The catalyst class is: 54. (9) Reactant: F[C:2]1[CH:7]=[CH:6][C:5]([C:8]([F:11])([F:10])[F:9])=[CH:4][C:3]=1[N+:12]([O-:14])=[O:13].[CH3:15][N:16]1CCCC1=O.CN. Product: [CH3:15][NH:16][C:2]1[CH:7]=[CH:6][C:5]([C:8]([F:11])([F:10])[F:9])=[CH:4][C:3]=1[N+:12]([O-:14])=[O:13]. The catalyst class is: 6.